From a dataset of NCI-60 drug combinations with 297,098 pairs across 59 cell lines. Regression. Given two drug SMILES strings and cell line genomic features, predict the synergy score measuring deviation from expected non-interaction effect. (1) Drug 1: CCC1=C2CN3C(=CC4=C(C3=O)COC(=O)C4(CC)O)C2=NC5=C1C=C(C=C5)O. Drug 2: CC1=C(N=C(N=C1N)C(CC(=O)N)NCC(C(=O)N)N)C(=O)NC(C(C2=CN=CN2)OC3C(C(C(C(O3)CO)O)O)OC4C(C(C(C(O4)CO)O)OC(=O)N)O)C(=O)NC(C)C(C(C)C(=O)NC(C(C)O)C(=O)NCCC5=NC(=CS5)C6=NC(=CS6)C(=O)NCCC[S+](C)C)O. Cell line: T-47D. Synergy scores: CSS=15.6, Synergy_ZIP=-9.78, Synergy_Bliss=-7.10, Synergy_Loewe=-5.49, Synergy_HSA=-3.67. (2) Drug 1: C1CN1P(=S)(N2CC2)N3CC3. Drug 2: CN1C(=O)N2C=NC(=C2N=N1)C(=O)N. Cell line: SK-MEL-28. Synergy scores: CSS=0.897, Synergy_ZIP=-0.343, Synergy_Bliss=-1.45, Synergy_Loewe=-7.86, Synergy_HSA=-4.81. (3) Drug 1: C1=NC2=C(N1)C(=S)N=C(N2)N. Drug 2: C1CC(C1)(C(=O)O)C(=O)O.[NH2-].[NH2-].[Pt+2]. Cell line: SK-MEL-2. Synergy scores: CSS=28.5, Synergy_ZIP=-11.0, Synergy_Bliss=-5.60, Synergy_Loewe=-6.30, Synergy_HSA=-4.35. (4) Cell line: MDA-MB-435. Drug 2: C1CN(P(=O)(OC1)NCCCl)CCCl. Drug 1: C1=NC2=C(N1)C(=S)N=CN2. Synergy scores: CSS=26.2, Synergy_ZIP=-1.59, Synergy_Bliss=-1.04, Synergy_Loewe=-45.9, Synergy_HSA=-1.26. (5) Drug 1: COC1=C(C=C2C(=C1)N=CN=C2NC3=CC(=C(C=C3)F)Cl)OCCCN4CCOCC4. Drug 2: C(CCl)NC(=O)N(CCCl)N=O. Cell line: HCT-15. Synergy scores: CSS=33.8, Synergy_ZIP=-4.76, Synergy_Bliss=-2.18, Synergy_Loewe=-15.8, Synergy_HSA=-1.33. (6) Drug 1: C1CCN(CC1)CCOC2=CC=C(C=C2)C(=O)C3=C(SC4=C3C=CC(=C4)O)C5=CC=C(C=C5)O. Drug 2: CCC1(CC2CC(C3=C(CCN(C2)C1)C4=CC=CC=C4N3)(C5=C(C=C6C(=C5)C78CCN9C7C(C=CC9)(C(C(C8N6C)(C(=O)OC)O)OC(=O)C)CC)OC)C(=O)OC)O.OS(=O)(=O)O. Cell line: IGROV1. Synergy scores: CSS=23.2, Synergy_ZIP=-0.858, Synergy_Bliss=7.76, Synergy_Loewe=-13.3, Synergy_HSA=5.24. (7) Drug 1: C1=NC2=C(N1)C(=S)N=C(N2)N. Drug 2: CC1C(C(=O)NC(C(=O)N2CCCC2C(=O)N(CC(=O)N(C(C(=O)O1)C(C)C)C)C)C(C)C)NC(=O)C3=C4C(=C(C=C3)C)OC5=C(C(=O)C(=C(C5=N4)C(=O)NC6C(OC(=O)C(N(C(=O)CN(C(=O)C7CCCN7C(=O)C(NC6=O)C(C)C)C)C)C(C)C)C)N)C. Cell line: K-562. Synergy scores: CSS=40.9, Synergy_ZIP=0.250, Synergy_Bliss=-1.41, Synergy_Loewe=-0.618, Synergy_HSA=-0.535. (8) Drug 1: C1=NC2=C(N1)C(=S)N=C(N2)N. Drug 2: CC(C)CN1C=NC2=C1C3=CC=CC=C3N=C2N. Cell line: SN12C. Synergy scores: CSS=24.3, Synergy_ZIP=-6.85, Synergy_Bliss=-1.04, Synergy_Loewe=-1.94, Synergy_HSA=-1.00. (9) Drug 1: CC12CCC(CC1=CCC3C2CCC4(C3CC=C4C5=CN=CC=C5)C)O. Drug 2: C1C(C(OC1N2C=NC(=NC2=O)N)CO)O. Cell line: TK-10. Synergy scores: CSS=8.67, Synergy_ZIP=-0.812, Synergy_Bliss=1.74, Synergy_Loewe=-0.968, Synergy_HSA=1.05.